Dataset: Catalyst prediction with 721,799 reactions and 888 catalyst types from USPTO. Task: Predict which catalyst facilitates the given reaction. Reactant: [C:1]1([C:7]([CH2:9][C:10]2[CH:15]=[CH:14][CH:13]=[CH:12][CH:11]=2)=[O:8])[CH:6]=[CH:5][CH:4]=[CH:3][CH:2]=1.CC(C)([O-])C.[K+].[Br:22][C:23]1[CH:28]=[C:27]([CH2:29]Br)[CH:26]=[CH:25][C:24]=1[I:31]. Product: [Br:22][C:23]1[CH:28]=[C:27]([CH2:29][CH:9]([C:10]2[CH:11]=[CH:12][CH:13]=[CH:14][CH:15]=2)[C:7]([C:1]2[CH:2]=[CH:3][CH:4]=[CH:5][CH:6]=2)=[O:8])[CH:26]=[CH:25][C:24]=1[I:31]. The catalyst class is: 7.